Dataset: Catalyst prediction with 721,799 reactions and 888 catalyst types from USPTO. Task: Predict which catalyst facilitates the given reaction. Reactant: [Br:1][C:2]1[N:7]=[C:6]([C:8](O)=O)[CH:5]=[CH:4][CH:3]=1.C1(P(=[CH:30][CH:31]=[O:32])(C2C=CC=CC=2)C2C=CC=CC=2)C=CC=CC=1. Product: [Br:1][C:2]1[N:7]=[C:6](/[CH:8]=[CH:30]/[CH:31]=[O:32])[CH:5]=[CH:4][CH:3]=1. The catalyst class is: 4.